This data is from Full USPTO retrosynthesis dataset with 1.9M reactions from patents (1976-2016). The task is: Predict the reactants needed to synthesize the given product. (1) Given the product [CH3:33][C:7]([S:9][C:10]1[S:11][CH:12]=[C:13]([CH2:15][CH2:16][O:17][C:18]2[CH:19]=[N:20][N:21]([C:23]3[CH:28]=[CH:27][CH:26]=[C:25]([C:29]([F:32])([F:30])[F:31])[CH:24]=3)[CH:22]=2)[N:14]=1)([CH3:8])[C:6]([OH:34])=[O:5], predict the reactants needed to synthesize it. The reactants are: C([O:5][C:6](=[O:34])[C:7]([CH3:33])([S:9][C:10]1[S:11][CH:12]=[C:13]([CH2:15][CH2:16][O:17][C:18]2[CH:19]=[N:20][N:21]([C:23]3[CH:28]=[CH:27][CH:26]=[C:25]([C:29]([F:32])([F:31])[F:30])[CH:24]=3)[CH:22]=2)[N:14]=1)[CH3:8])(C)(C)C.FC(F)(F)C(O)=O. (2) Given the product [Br:1][C:2]1[CH:3]=[C:4]([NH:8][C:9]2[C:10]3[CH:18]=[C:17]([N:19]([CH2:20][CH2:21][CH2:22][N:23]4[CH2:28][CH2:27][O:26][CH2:25][CH2:24]4)[C:36](=[O:39])[CH:37]=[CH2:38])[N:16]=[CH:15][C:11]=3[N:12]=[CH:13][N:14]=2)[CH:5]=[CH:6][CH:7]=1, predict the reactants needed to synthesize it. The reactants are: [Br:1][C:2]1[CH:3]=[C:4]([NH:8][C:9]2[C:10]3[CH:18]=[C:17]([NH:19][CH2:20][CH2:21][CH2:22][N:23]4[CH2:28][CH2:27][O:26][CH2:25][CH2:24]4)[N:16]=[CH:15][C:11]=3[N:12]=[CH:13][N:14]=2)[CH:5]=[CH:6][CH:7]=1.CCN(CC)CC.[C:36](Cl)(=[O:39])[CH:37]=[CH2:38]. (3) The reactants are: Br[C:2]1[CH:3]=[C:4]([C:9]([CH3:12])([CH3:11])[CH3:10])[CH:5]=[C:6]([Br:8])[CH:7]=1.[CH3:13][O:14][C:15]1[C:20](B(O)O)=[CH:19][CH:18]=[CH:17][N:16]=1.C([O-])([O-])=O.[Na+].[Na+]. Given the product [Br:8][C:6]1[CH:7]=[C:2]([C:20]2[C:15]([O:14][CH3:13])=[N:16][CH:17]=[CH:18][CH:19]=2)[CH:3]=[C:4]([C:9]([CH3:12])([CH3:11])[CH3:10])[CH:5]=1, predict the reactants needed to synthesize it. (4) The reactants are: Cl[CH2:2][C:3]1[CH:12]=[CH:11][C:10]2[C:5](=[CH:6][CH:7]=[CH:8][CH:9]=2)[N:4]=1.[OH:13][C:14]1[CH:22]=[CH:21][C:17]([C:18]([NH2:20])=[O:19])=[CH:16][CH:15]=1.C(=O)([O-])[O-].[Cs+].[Cs+].O. Given the product [N:4]1[C:5]2[C:10](=[CH:9][CH:8]=[CH:7][CH:6]=2)[CH:11]=[CH:12][C:3]=1[CH2:2][O:13][C:14]1[CH:22]=[CH:21][C:17]([C:18]([NH2:20])=[O:19])=[CH:16][CH:15]=1, predict the reactants needed to synthesize it.